This data is from NCI-60 drug combinations with 297,098 pairs across 59 cell lines. The task is: Regression. Given two drug SMILES strings and cell line genomic features, predict the synergy score measuring deviation from expected non-interaction effect. (1) Cell line: CCRF-CEM. Drug 2: CN(CC1=CN=C2C(=N1)C(=NC(=N2)N)N)C3=CC=C(C=C3)C(=O)NC(CCC(=O)O)C(=O)O. Synergy scores: CSS=19.0, Synergy_ZIP=-3.66, Synergy_Bliss=-4.93, Synergy_Loewe=-5.17, Synergy_HSA=-3.73. Drug 1: CCC1=C2CN3C(=CC4=C(C3=O)COC(=O)C4(CC)O)C2=NC5=C1C=C(C=C5)O. (2) Drug 1: CN1CCC(CC1)COC2=C(C=C3C(=C2)N=CN=C3NC4=C(C=C(C=C4)Br)F)OC. Drug 2: CCN(CC)CCCC(C)NC1=C2C=C(C=CC2=NC3=C1C=CC(=C3)Cl)OC. Cell line: 786-0. Synergy scores: CSS=50.1, Synergy_ZIP=6.29, Synergy_Bliss=7.95, Synergy_Loewe=0.480, Synergy_HSA=9.66. (3) Drug 1: CCC1=CC2CC(C3=C(CN(C2)C1)C4=CC=CC=C4N3)(C5=C(C=C6C(=C5)C78CCN9C7C(C=CC9)(C(C(C8N6C)(C(=O)OC)O)OC(=O)C)CC)OC)C(=O)OC.C(C(C(=O)O)O)(C(=O)O)O. Drug 2: CC(C1=C(C=CC(=C1Cl)F)Cl)OC2=C(N=CC(=C2)C3=CN(N=C3)C4CCNCC4)N. Cell line: HT29. Synergy scores: CSS=70.4, Synergy_ZIP=2.59, Synergy_Bliss=6.73, Synergy_Loewe=4.37, Synergy_HSA=6.45.